Task: Predict the product of the given reaction.. Dataset: Forward reaction prediction with 1.9M reactions from USPTO patents (1976-2016) The product is: [NH2:18][C@H:15]1[CH2:14][CH2:13][C@H:12]([CH2:11][N:10]([C@@H:8]2[CH2:9][C@H:7]2[C:1]2[CH:2]=[CH:3][CH:4]=[CH:5][CH:6]=2)[C:35](=[O:36])[C:34]([F:45])([F:44])[F:33])[CH2:17][CH2:16]1. Given the reactants [C:1]1([C@@H:7]2[CH2:9][C@H:8]2[NH:10][CH2:11][C@H:12]2[CH2:17][CH2:16][C@H:15]([NH:18]C(=O)OC(C)(C)C)[CH2:14][CH2:13]2)[CH:6]=[CH:5][CH:4]=[CH:3][CH:2]=1.C(N(CC)CC)C.[F:33][C:34]([F:45])([F:44])[C:35](O[C:35](=[O:36])[C:34]([F:45])([F:44])[F:33])=[O:36].ClCCl, predict the reaction product.